Dataset: Forward reaction prediction with 1.9M reactions from USPTO patents (1976-2016). Task: Predict the product of the given reaction. Given the reactants Cl.[NH2:2][C@H:3]1[CH2:8][CH2:7][C@H:6]([NH:9][C:10]([C:12]2[C:16]3[N:17]=[CH:18][N:19]=[C:20]([C:21]4[CH:26]=[C:25]([CH:27]([CH3:29])[CH3:28])[CH:24]=[CH:23][C:22]=4[O:30][CH2:31][CH:32]4[CH2:34][CH2:33]4)[C:15]=3[NH:14][C:13]=2[CH3:35])=[O:11])[CH2:5][CH2:4]1.[CH3:36][O:37][CH2:38][C:39](Cl)=[O:40], predict the reaction product. The product is: [CH:32]1([CH2:31][O:30][C:22]2[CH:23]=[CH:24][C:25]([CH:27]([CH3:29])[CH3:28])=[CH:26][C:21]=2[C:20]2[C:15]3[NH:14][C:13]([CH3:35])=[C:12]([C:10]([NH:9][C@H:6]4[CH2:7][CH2:8][C@H:3]([NH:2][C:39](=[O:40])[CH2:38][O:37][CH3:36])[CH2:4][CH2:5]4)=[O:11])[C:16]=3[N:17]=[CH:18][N:19]=2)[CH2:33][CH2:34]1.